Dataset: Reaction yield outcomes from USPTO patents with 853,638 reactions. Task: Predict the reaction yield, written as a fraction of the theoretical maximum amount of product (1.0 means a 100% yield; for example, 0.34 means a 34% yield). (1) The reactants are [NH:1]1[C:9]2[C:4](=[CH:5][CH:6]=[CH:7][CH:8]=2)[C:3]([C:10]([OH:12])=[O:11])=[CH:2]1.[H-].[Na+].[CH2:15](Br)[C:16]1[CH:21]=[CH:20][CH:19]=[CH:18][CH:17]=1. The catalyst is CN(C=O)C. The product is [CH2:15]([N:1]1[C:9]2[C:4](=[CH:5][CH:6]=[CH:7][CH:8]=2)[C:3]([C:10]([OH:12])=[O:11])=[CH:2]1)[C:16]1[CH:21]=[CH:20][CH:19]=[CH:18][CH:17]=1. The yield is 0.780. (2) The reactants are [Cl-].O[NH3+:3].[C:4](=[O:7])([O-])[OH:5].[Na+].CS(C)=O.[O:13]=[C:14]1[C:19]([CH2:20][C:21]2[CH:26]=[CH:25][C:24]([C:27]3[C:28]([C:33]#[N:34])=[CH:29][CH:30]=[CH:31][CH:32]=3)=[CH:23][CH:22]=2)=[C:18]([CH2:35][CH2:36][CH3:37])[N:17]2[N:38]=[CH:39][N:40]=[C:16]2[N:15]1[CH2:41][CH2:42][CH3:43]. The product is [O:7]=[C:4]1[O:5][N:3]=[C:33]([C:28]2[CH:29]=[CH:30][CH:31]=[CH:32][C:27]=2[C:24]2[CH:23]=[CH:22][C:21]([CH2:20][C:19]3[C:14](=[O:13])[N:15]([CH2:41][CH2:42][CH3:43])[C:16]4[N:17]([N:38]=[CH:39][N:40]=4)[C:18]=3[CH2:35][CH2:36][CH3:37])=[CH:26][CH:25]=2)[NH:34]1. The yield is 0.450. The catalyst is C(OCC)(=O)C.